From a dataset of Reaction yield outcomes from USPTO patents with 853,638 reactions. Predict the reaction yield, written as a fraction of the theoretical maximum amount of product (1.0 means a 100% yield; for example, 0.34 means a 34% yield). (1) The reactants are [N:1]1[CH:6]=[CH:5][N:4]=[CH:3][C:2]=1[C:7](=O)[CH3:8].C([O-])(=O)C.[NH4+:14]. The catalyst is CO.C([BH3-])#N.[Na+]. The product is [N:1]1[CH:6]=[CH:5][N:4]=[CH:3][C:2]=1[CH:7]([NH2:14])[CH3:8]. The yield is 0.750. (2) The reactants are [CH3:1][O:2][C:3](=[O:18])[CH2:4][C:5]1[CH:14]=[C:13]([OH:15])[C:12]2[C:7](=[CH:8][CH:9]=[C:10]([F:16])[CH:11]=2)[C:6]=1[F:17].Br[C:20]1[CH:25]=[CH:24][C:23]([S:26]([CH3:29])(=[O:28])=[O:27])=[CH:22][N:21]=1.C(=O)([O-])[O-].[K+].[K+].Cl. The catalyst is CN(C)C=O. The product is [CH3:1][O:2][C:3](=[O:18])[CH2:4][C:5]1[CH:14]=[C:13]([O:15][C:20]2[CH:25]=[CH:24][C:23]([S:26]([CH3:29])(=[O:28])=[O:27])=[CH:22][N:21]=2)[C:12]2[C:7](=[CH:8][CH:9]=[C:10]([F:16])[CH:11]=2)[C:6]=1[F:17]. The yield is 0.870. (3) The reactants are [Cl:1][C:2]1[CH:7]=[C:6]([Cl:8])[CH:5]=[CH:4][C:3]=1[C:9]1[CH:14]=[CH:13][N:12]([C:15]2[CH:16]=[CH:17][C:18]3[C:19]4[CH2:28][N:27](C(OC(C)(C)C)=O)[CH2:26][CH2:25][C:20]=4[N:21]([CH3:24])[C:22]=3[CH:23]=2)[C:11](=[O:36])[CH:10]=1.[ClH:37]. The catalyst is CO.CCOCC. The product is [ClH:1].[ClH:37].[Cl:1][C:2]1[CH:7]=[C:6]([Cl:8])[CH:5]=[CH:4][C:3]=1[C:9]1[CH:14]=[CH:13][N:12]([C:15]2[CH:16]=[CH:17][C:18]3[C:19]4[CH2:28][NH:27][CH2:26][CH2:25][C:20]=4[N:21]([CH3:24])[C:22]=3[CH:23]=2)[C:11](=[O:36])[CH:10]=1. The yield is 0.420. (4) The product is [CH2:22]([O:21][C:19](=[O:20])[CH2:18][N:2]1[CH2:3][CH2:4][C:5]2[C:10](=[CH:9][CH:8]=[CH:7][CH:6]=2)[CH2:1]1)[CH3:23]. The catalyst is C(#N)C. The yield is 0.990. The reactants are [CH2:1]1[C:10]2[C:5](=[CH:6][CH:7]=[CH:8][CH:9]=2)[CH2:4][CH2:3][NH:2]1.C(=O)([O-])[O-].[K+].[K+].Br[CH2:18][C:19]([O:21][CH2:22][CH3:23])=[O:20]. (5) The reactants are CN(C)P(=O)(N(C)C)N(C)C.[CH3:12][O-:13].[Na+].C1(C)C=CC=CC=1.[CH3:22][O:23][C:24]1[C:39]([O:40][CH3:41])=[C:38]([O:42][CH3:43])[CH:37]=[C:36]([CH3:44])[C:25]=1[C:26]([C:28]1[C:33]([Cl:34])=[CH:32][N:31]=[CH:30][C:29]=1Cl)=[O:27]. The catalyst is O. The product is [CH3:22][O:23][C:24]1[C:39]([O:40][CH3:41])=[C:38]([O:42][CH3:43])[CH:37]=[C:36]([CH3:44])[C:25]=1[C:26]([C:28]1[C:29]([O:13][CH3:12])=[CH:30][N:31]=[CH:32][C:33]=1[Cl:34])=[O:27]. The yield is 0.690. (6) The reactants are [CH:1]1[C:14]2[C:5](=[N:6][CH:7]=[C:8]3[C:13]=2[CH:12]=[CH:11][CH:10]=[CH:9]3)[CH:4]=[CH:3][CH:2]=1.C[Li].[CH2:17](OCC)C.[CH3:22][O:23][C:24]1[C:29]([CH3:30])=[CH:28][C:27]([S:31](Cl)(=[O:33])=[O:32])=[CH:26][C:25]=1[CH3:35]. No catalyst specified. The product is [CH3:22][O:23][C:24]1[C:29]([CH3:30])=[CH:28][C:27]([S:31]([N:6]2[CH:7]([CH3:17])[C:8]3[C:13](=[CH:12][CH:11]=[CH:10][CH:9]=3)[C:14]3[CH:1]=[CH:2][CH:3]=[CH:4][C:5]2=3)(=[O:33])=[O:32])=[CH:26][C:25]=1[CH3:35]. The yield is 0.620. (7) The reactants are [Br:1][C:2]1[CH:3]=[C:4]([C:17]([O:19]C)=O)[N:5]([CH2:7][C:8]([C:10]2[CH:15]=[N:14][C:13]([CH3:16])=[CH:12][N:11]=2)=O)[CH:6]=1.[CH2:21]([NH2:24])[CH2:22][NH2:23]. The catalyst is O1CCOCC1. The product is [Br:1][C:2]1[CH:3]=[C:4]2[C:17](=[O:19])[N:23]3[CH2:22][CH2:21][NH:24][C:8]3([C:10]3[CH:15]=[N:14][C:13]([CH3:16])=[CH:12][N:11]=3)[CH2:7][N:5]2[CH:6]=1. The yield is 0.290. (8) The reactants are [C:1]1([CH2:7][N:8]2[CH2:13][CH2:12][N:11]([CH2:14]C3C=CC=CC=3)[CH2:10][CH:9]2[C:21]([OH:23])=O)[CH:6]=[CH:5][CH:4]=[CH:3][CH:2]=1.Cl.C(N=C=NCCCN(C)C)C.ON1[C:41]2[CH:42]=[CH:43][CH:44]=[CH:45][C:40]=2N=N1.Cl.[CH3:47][NH:48][O:49][CH3:50].C(N(CC)CC)C. The catalyst is CN(C)C=O.C(OCC)(=O)C. The product is [C:1]1([CH2:7][N:8]2[CH2:13][CH2:12][N:11]([CH2:14][C:40]3[CH:41]=[CH:42][CH:43]=[CH:44][CH:45]=3)[CH2:10][CH:9]2[C:21]([N:48]([O:49][CH3:50])[CH3:47])=[O:23])[CH:2]=[CH:3][CH:4]=[CH:5][CH:6]=1. The yield is 0.870. (9) The product is [N+:1]([C:4]1[CH:21]=[CH:20][C:7]([O:8][C:9]2[CH:10]=[C:11]3[C:15](=[CH:16][CH:17]=2)[C:14](=[O:18])[N:13]([CH3:24])[C:12]3=[O:19])=[CH:6][CH:5]=1)([O-:3])=[O:2]. The catalyst is CN(C=O)C. The yield is 0.830. The reactants are [N+:1]([C:4]1[CH:21]=[CH:20][C:7]([O:8][C:9]2[CH:10]=[C:11]3[C:15](=[CH:16][CH:17]=2)[C:14](=[O:18])[NH:13][C:12]3=[O:19])=[CH:6][CH:5]=1)([O-:3])=[O:2].[H-].[Na+].[CH3:24]I.O. (10) The reactants are C(O)(C(F)(F)F)=O.[F:8][C:9]1[C:10]([NH:28][C:29]2[CH:30]=[C:31]([NH:35][S:36]([NH:39]C(OC(C)(C)C)=O)(=[O:38])=[O:37])[CH:32]=[CH:33][CH:34]=2)=[N:11][C:12]([NH:15][C:16]2[CH:21]=[C:20]([O:22][CH3:23])[C:19]([O:24][CH3:25])=[C:18]([O:26][CH3:27])[CH:17]=2)=[N:13][CH:14]=1. The catalyst is C(Cl)Cl. The product is [F:8][C:9]1[C:10]([NH:28][C:29]2[CH:30]=[C:31]([NH:35][S:36]([NH2:39])(=[O:37])=[O:38])[CH:32]=[CH:33][CH:34]=2)=[N:11][C:12]([NH:15][C:16]2[CH:17]=[C:18]([O:26][CH3:27])[C:19]([O:24][CH3:25])=[C:20]([O:22][CH3:23])[CH:21]=2)=[N:13][CH:14]=1. The yield is 0.780.